Dataset: Catalyst prediction with 721,799 reactions and 888 catalyst types from USPTO. Task: Predict which catalyst facilitates the given reaction. (1) Reactant: [Cl:1][C:2]1[CH:7]=[CH:6][C:5]([C:8]2[S:16]C3C(=O)[N:13]([CH2:18][C:19]([C:21]4[CH:22]=[C:23]5[C:27](=[CH:28][CH:29]=4)[CH2:26][CH:25]([NH:30][CH3:31])[CH2:24]5)=[O:20])[CH:12]=[N:11][C:10]=3[CH:9]=2)=[CH:4][CH:3]=1.[C:32](Cl)(=[O:34])[CH3:33].C(N(CC)CC)C.[O:43]1CC[CH2:45][CH2:44]1. Product: [Cl:1][C:2]1[CH:7]=[CH:6][C:5]([C:8]2[S:16][C:33]3[C:32](=[O:34])[N:13]([CH2:18][C:19]([C:21]4[CH:22]=[C:23]5[C:27](=[CH:28][CH:29]=4)[CH2:26][CH:25]([N:30]([CH3:31])[C:44](=[O:43])[CH3:45])[CH2:24]5)=[O:20])[CH:12]=[N:11][C:10]=3[CH:9]=2)=[CH:4][CH:3]=1. The catalyst class is: 84. (2) Reactant: C(OC(=O)[NH:7][C@:8]1([C:13]([NH:15][S:16]([C:19]2[CH:24]=[CH:23][CH:22]=[CH:21][C:20]=2[NH:25][CH3:26])(=[O:18])=[O:17])=[O:14])[CH2:10][C@H:9]1[CH:11]=[CH2:12])(C)(C)C.[ClH:28]. Product: [ClH:28].[NH2:7][C@:8]1([C:13]([NH:15][S:16]([C:19]2[CH:24]=[CH:23][CH:22]=[CH:21][C:20]=2[NH:25][CH3:26])(=[O:18])=[O:17])=[O:14])[CH2:10][C@H:9]1[CH:11]=[CH2:12]. The catalyst class is: 12.